The task is: Predict the product of the given reaction.. This data is from Forward reaction prediction with 1.9M reactions from USPTO patents (1976-2016). (1) The product is: [CH3:7][C:8]1[CH2:9][C:10]2[C:15]([CH:16]=1)=[C:14]([N:19]([C:20]1[CH:25]=[CH:24][CH:23]=[CH:22][CH:21]=1)[CH3:18])[CH:13]=[CH:12][CH:11]=2. Given the reactants CC([O-])(C)C.[Na+].[CH3:7][C:8]1[CH2:9][C:10]2[C:15]([CH:16]=1)=[C:14](Cl)[CH:13]=[CH:12][CH:11]=2.[CH3:18][NH:19][C:20]1[CH:25]=[CH:24][CH:23]=[CH:22][CH:21]=1, predict the reaction product. (2) Given the reactants Cl[C:2]1[C:7]([N+]([O-])=O)=[CH:6][C:5]([CH2:11][OH:12])=[CH:4][C:3]=1[S:13]([NH2:16])(=[O:15])=[O:14].[CH2:17](O)C, predict the reaction product. The product is: [OH:12][CH2:11][C:5]1[CH:4]=[C:3]([S:13]([NH2:16])(=[O:15])=[O:14])[CH:2]=[C:7]([CH3:17])[CH:6]=1. (3) Given the reactants [CH3:1][C:2]1[N:3]=[C:4]([NH:7][CH2:8][CH2:9][NH:10]C(=O)OC(C)(C)C)[S:5][CH:6]=1.[ClH:18], predict the reaction product. The product is: [ClH:18].[CH3:1][C:2]1[N:3]=[C:4]([NH:7][CH2:8][CH2:9][NH2:10])[S:5][CH:6]=1. (4) Given the reactants [OH:1][CH2:2][CH2:3][NH2:4].[Cl:5][C:6]1[CH:13]=[CH:12][C:9]([CH2:10]Br)=[CH:8][CH:7]=1, predict the reaction product. The product is: [Cl:5][C:6]1[CH:13]=[CH:12][C:9]([CH2:10][NH:4][CH2:3][CH2:2][OH:1])=[CH:8][CH:7]=1. (5) Given the reactants N[C:2]1[CH:7]=[CH:6][C:5]([C:8]2[CH:13]=[C:12]([CH:14]([CH3:16])[CH3:15])[C:11]([F:17])=[CH:10][C:9]=2[O:18][CH3:19])=[C:4]([CH2:20][N:21]2[C@@H:25]([CH3:26])[C@@H:24]([C:27]3[CH:32]=[C:31]([C:33]([F:36])([F:35])[F:34])[CH:30]=[C:29]([C:37]([F:40])([F:39])[F:38])[CH:28]=3)[O:23][C:22]2=[O:41])[CH:3]=1.N(OC(C)(C)C)=O.C(Br)(Br)[Br:50], predict the reaction product. The product is: [F:39][C:37]([F:38])([F:40])[C:29]1[CH:28]=[C:27]([C@H:24]2[O:23][C:22](=[O:41])[N:21]([CH2:20][C:4]3[CH:3]=[C:2]([Br:50])[CH:7]=[CH:6][C:5]=3[C:8]3[CH:13]=[C:12]([CH:14]([CH3:16])[CH3:15])[C:11]([F:17])=[CH:10][C:9]=3[O:18][CH3:19])[C@H:25]2[CH3:26])[CH:32]=[C:31]([C:33]([F:35])([F:36])[F:34])[CH:30]=1.